Dataset: Full USPTO retrosynthesis dataset with 1.9M reactions from patents (1976-2016). Task: Predict the reactants needed to synthesize the given product. (1) Given the product [OH:1][C:2]1([C:15]2[S:16][C:17]([C:20]3[CH:25]=[C:24]([CH3:26])[CH:23]=[C:22]([NH:27][C:28]4[N:33]=[C:32]([CH2:34][CH2:35][CH2:36][O:37][CH3:38])[CH:31]=[CH:30][N:29]=4)[CH:21]=3)=[CH:18][N:19]=2)[CH2:3][CH2:4][CH:5]([C:8]([O:10][C:11]([CH3:13])([CH3:12])[CH3:14])=[O:9])[CH2:6][CH2:7]1, predict the reactants needed to synthesize it. The reactants are: [OH:1][C:2]1([C:15]2[S:16][C:17]([C:20]3[CH:25]=[C:24]([CH3:26])[CH:23]=[C:22]([NH:27][C:28]4[N:33]=[C:32](/[CH:34]=[CH:35]/[CH2:36][O:37][CH3:38])[CH:31]=[CH:30][N:29]=4)[CH:21]=3)=[CH:18][N:19]=2)[CH2:7][CH2:6][CH:5]([C:8]([O:10][C:11]([CH3:14])([CH3:13])[CH3:12])=[O:9])[CH2:4][CH2:3]1. (2) Given the product [Cl:1][C:2]1[C:3]([N:12]([CH2:27][C:28]2[CH:29]=[CH:30][C:31]([C:34]([F:35])([F:36])[F:37])=[CH:32][CH:33]=2)[S:13]([C:16]2[CH:25]=[CH:24][C:19]([C:20]([O:22][CH3:23])=[O:21])=[CH:18][CH:17]=2)(=[O:15])=[O:14])=[N:4][CH:5]=[C:6]([C:8]([F:11])([F:9])[F:10])[CH:7]=1, predict the reactants needed to synthesize it. The reactants are: [Cl:1][C:2]1[C:3]([NH:12][S:13]([C:16]2[CH:25]=[CH:24][C:19]([C:20]([O:22][CH3:23])=[O:21])=[CH:18][CH:17]=2)(=[O:15])=[O:14])=[N:4][CH:5]=[C:6]([C:8]([F:11])([F:10])[F:9])[CH:7]=1.Br[CH2:27][C:28]1[CH:33]=[CH:32][C:31]([C:34]([F:37])([F:36])[F:35])=[CH:30][CH:29]=1.